This data is from Reaction yield outcomes from USPTO patents with 853,638 reactions. The task is: Predict the reaction yield, written as a fraction of the theoretical maximum amount of product (1.0 means a 100% yield; for example, 0.34 means a 34% yield). (1) The reactants are [F:1][C:2]1[CH:8]=[CH:7][C:5]([NH2:6])=[CH:4][C:3]=1[O:9]C.B(Br)(Br)Br.CO. The catalyst is C(Cl)Cl. The product is [NH2:6][C:5]1[CH:7]=[CH:8][C:2]([F:1])=[C:3]([OH:9])[CH:4]=1. The yield is 0.730. (2) The reactants are C([C:3]1(C#C)[C:12]([CH3:14])([CH3:13])[C:11]2[C:6](=[C:7]([Si](C)(C)C)[CH:8]=[C:9]([C:15]([O-:17])=[O:16])[CH:10]=2)[O:5][C:4]1([CH3:23])[CH3:22])C.[OH-].[Na+].Cl.[CH2:29](O)[CH3:30]. No catalyst specified. The product is [C:29]([C:7]1[CH:8]=[C:9]([C:15]([OH:17])=[O:16])[CH:10]=[C:11]2[C:6]=1[O:5][C:4]([CH3:22])([CH3:23])[CH2:3][C:12]2([CH3:13])[CH3:14])#[CH:30]. The yield is 0.840. (3) The reactants are [F:1][C:2]1[CH:3]=[CH:4][C:5]([C:8]2[C:12]([CH2:13][O:14][C:15]3[CH:16]=[CH:17][C:18]([C:21]([OH:23])=O)=[N:19][CH:20]=3)=[C:11]([CH3:24])[O:10][N:9]=2)=[N:6][CH:7]=1.F[B-](F)(F)F.[N:30]1(OC(N(C)C)=[N+](C)C)[C:34]2[CH:35]=CC=C[C:33]=2N=N1.C(N(CC)C(C)C)(C)C.C(N)(C)C. The catalyst is CN(C=O)C. The product is [CH:34]([NH:30][C:21]([C:18]1[CH:17]=[CH:16][C:15]([O:14][CH2:13][C:12]2[C:8]([C:5]3[CH:4]=[CH:3][C:2]([F:1])=[CH:7][N:6]=3)=[N:9][O:10][C:11]=2[CH3:24])=[CH:20][N:19]=1)=[O:23])([CH3:35])[CH3:33]. The yield is 0.710. (4) The reactants are [CH3:1][C:2]([S:8][CH2:9][C:10]1[C:15]([O:16][CH3:17])=[CH:14][C:13]([O:18][CH3:19])=[CH:12][C:11]=1[O:20][CH3:21])([CH3:7])[CH2:3][C:4](O)=[O:5].[H-].[Al+3].[Li+].[H-].[H-].[H-]. The catalyst is C1COCC1. The product is [CH3:7][C:2]([S:8][CH2:9][C:10]1[C:15]([O:16][CH3:17])=[CH:14][C:13]([O:18][CH3:19])=[CH:12][C:11]=1[O:20][CH3:21])([CH3:1])[CH2:3][CH2:4][OH:5]. The yield is 0.900. (5) The catalyst is [Pd].CO. The reactants are [F:1][C:2]1[C:3]([N+:16]([O-])=O)=[CH:4][C:5]([O:14][CH3:15])=[C:6]([N:8]2[CH:12]=[N:11][C:10]([CH3:13])=[N:9]2)[CH:7]=1. The yield is 0.960. The product is [F:1][C:2]1[CH:7]=[C:6]([N:8]2[CH:12]=[N:11][C:10]([CH3:13])=[N:9]2)[C:5]([O:14][CH3:15])=[CH:4][C:3]=1[NH2:16]. (6) The reactants are C(OC([N:6]1[C:34]2[C:29](=[CH:30][CH:31]=[C:32]([Cl:35])[CH:33]=2)[C:8]2([CH:13]([C:14]3[CH:19]=[CH:18][CH:17]=[C:16]([Cl:20])[CH:15]=3)[CH2:12][C:11](=[O:21])[NH:10][CH:9]2[C:22]2[CH:27]=[CH:26][CH:25]=[C:24]([CH3:28])[CH:23]=2)[C:7]1=[O:36])=O)C.[OH-].[Na+]. The catalyst is CO. The product is [Cl:35][C:32]1[CH:33]=[C:34]2[NH:6][C:7](=[O:36])[C:8]3([CH:13]([C:14]4[CH:19]=[CH:18][CH:17]=[C:16]([Cl:20])[CH:15]=4)[CH2:12][C:11](=[O:21])[NH:10][CH:9]3[C:22]3[CH:27]=[CH:26][CH:25]=[C:24]([CH3:28])[CH:23]=3)[C:29]2=[CH:30][CH:31]=1. The yield is 0.350. (7) The reactants are [OH:1][CH2:2][CH2:3][NH:4][S:5]([C:8]1[CH:13]=[CH:12][C:11](B(O)O)=[CH:10][CH:9]=1)(=[O:7])=[O:6].Br[C:18]1[CH:23]=[CH:22][C:21]([O:24][CH2:25][CH:26]2[CH2:31][CH2:30][N:29]([C:32]([O:34][CH:35]([CH3:37])[CH3:36])=[O:33])[CH2:28][CH2:27]2)=[CH:20][CH:19]=1.C([O-])([O-])=O.[Na+].[Na+]. The catalyst is Cl[Pd](Cl)([P](C1C=CC=CC=1)(C1C=CC=CC=1)C1C=CC=CC=1)[P](C1C=CC=CC=1)(C1C=CC=CC=1)C1C=CC=CC=1.COCCOC. The product is [OH:1][CH2:2][CH2:3][NH:4][S:5]([C:8]1[CH:13]=[CH:12][C:11]([C:18]2[CH:19]=[CH:20][C:21]([O:24][CH2:25][CH:26]3[CH2:27][CH2:28][N:29]([C:32]([O:34][CH:35]([CH3:37])[CH3:36])=[O:33])[CH2:30][CH2:31]3)=[CH:22][CH:23]=2)=[CH:10][CH:9]=1)(=[O:7])=[O:6]. The yield is 0.260. (8) The reactants are ClC(Cl)(Cl)C(Cl)(Cl)Cl.[F:9][C:10]1[CH:11]=[CH:12][C:13]([NH:16][NH:17][C:18]([C@@H:20]2[CH2:25][CH2:24][CH2:23][CH2:22][N:21]2[CH3:26])=O)=[N:14][CH:15]=1.C(N(CC)CC)C.C1(P(C2C=CC=CC=2)C2C=CC=CC=2)C=CC=CC=1. The catalyst is C1COCC1.CO. The product is [F:9][C:10]1[CH:11]=[CH:12][C:13]2[N:14]([C:18]([C@@H:20]3[CH2:25][CH2:24][CH2:23][CH2:22][N:21]3[CH3:26])=[N:17][N:16]=2)[CH:15]=1. The yield is 0.420.